This data is from NCI-60 drug combinations with 297,098 pairs across 59 cell lines. The task is: Regression. Given two drug SMILES strings and cell line genomic features, predict the synergy score measuring deviation from expected non-interaction effect. (1) Drug 1: CC12CCC3C(C1CCC2=O)CC(=C)C4=CC(=O)C=CC34C. Drug 2: C(=O)(N)NO. Cell line: SF-539. Synergy scores: CSS=8.82, Synergy_ZIP=-0.776, Synergy_Bliss=-2.87, Synergy_Loewe=-22.5, Synergy_HSA=-2.28. (2) Drug 1: CC1=C(C=C(C=C1)C(=O)NC2=CC(=CC(=C2)C(F)(F)F)N3C=C(N=C3)C)NC4=NC=CC(=N4)C5=CN=CC=C5. Drug 2: CC12CCC3C(C1CCC2OP(=O)(O)O)CCC4=C3C=CC(=C4)OC(=O)N(CCCl)CCCl.[Na+]. Cell line: M14. Synergy scores: CSS=-3.07, Synergy_ZIP=1.77, Synergy_Bliss=0.245, Synergy_Loewe=-5.84, Synergy_HSA=-5.60. (3) Drug 2: CCN(CC)CCCC(C)NC1=C2C=C(C=CC2=NC3=C1C=CC(=C3)Cl)OC. Cell line: OVCAR-4. Drug 1: C1CCC(CC1)NC(=O)N(CCCl)N=O. Synergy scores: CSS=19.7, Synergy_ZIP=0.183, Synergy_Bliss=7.02, Synergy_Loewe=0.819, Synergy_HSA=7.03. (4) Drug 1: CNC(=O)C1=NC=CC(=C1)OC2=CC=C(C=C2)NC(=O)NC3=CC(=C(C=C3)Cl)C(F)(F)F. Drug 2: CS(=O)(=O)OCCCCOS(=O)(=O)C. Cell line: OVCAR-5. Synergy scores: CSS=12.1, Synergy_ZIP=-2.99, Synergy_Bliss=1.08, Synergy_Loewe=1.43, Synergy_HSA=2.70. (5) Drug 1: CC1=C(C=C(C=C1)NC2=NC=CC(=N2)N(C)C3=CC4=NN(C(=C4C=C3)C)C)S(=O)(=O)N.Cl. Drug 2: CCC1=CC2CC(C3=C(CN(C2)C1)C4=CC=CC=C4N3)(C5=C(C=C6C(=C5)C78CCN9C7C(C=CC9)(C(C(C8N6C)(C(=O)OC)O)OC(=O)C)CC)OC)C(=O)OC.C(C(C(=O)O)O)(C(=O)O)O. Cell line: LOX IMVI. Synergy scores: CSS=38.7, Synergy_ZIP=-7.12, Synergy_Bliss=-2.13, Synergy_Loewe=-43.2, Synergy_HSA=0.314.